Predict the reaction yield, written as a fraction of the theoretical maximum amount of product (1.0 means a 100% yield; for example, 0.34 means a 34% yield). From a dataset of Reaction yield outcomes from USPTO patents with 853,638 reactions. The product is [C:1]1([C@@H:7]([NH:9][C:10]2[CH:15]=[CH:14][N:13]=[C:12]([C:16]3[N:20]4[CH:21]=[C:22]([C:25]([OH:29])=[O:27])[CH:23]=[CH:24][C:19]4=[N:18][CH:17]=3)[N:11]=2)[CH3:8])[CH:6]=[CH:5][CH:4]=[CH:3][CH:2]=1. The catalyst is C(O)CO. The yield is 0.250. The reactants are [C:1]1([C@@H:7]([NH:9][C:10]2[CH:15]=[CH:14][N:13]=[C:12]([C:16]3[N:20]4[CH:21]=[C:22]([C:25]#N)[CH:23]=[CH:24][C:19]4=[N:18][CH:17]=3)[N:11]=2)[CH3:8])[CH:6]=[CH:5][CH:4]=[CH:3][CH:2]=1.[OH-:27].[K+].[OH2:29].